Dataset: Reaction yield outcomes from USPTO patents with 853,638 reactions. Task: Predict the reaction yield, written as a fraction of the theoretical maximum amount of product (1.0 means a 100% yield; for example, 0.34 means a 34% yield). (1) The reactants are [NH2:1][C@H:2]([C:10]([NH2:12])=[O:11])[CH2:3][C:4]1[CH:9]=[CH:8][CH:7]=[CH:6][CH:5]=1.[CH2:13]1[CH2:19][S:16](=[O:18])(=[O:17])[O:15][CH2:14]1. The catalyst is C(#N)C. The product is [C:10]([C@@H:2]([NH:1][CH2:14][CH2:13][CH2:19][S:16]([OH:18])(=[O:17])=[O:15])[CH2:3][C:4]1[CH:9]=[CH:8][CH:7]=[CH:6][CH:5]=1)(=[O:11])[NH2:12]. The yield is 0.830. (2) The reactants are [CH3:1][N:2]1[C@@H:18]2[CH2:19][C:7]3[CH:8]=[CH:9][C:10]([O:22][CH3:23])=[C:11]4[O:12][C@H:13]5[C:14]([O:20]C)=[CH:15][CH:16]=[C:17]2[C@:5]5([C:6]=34)[CH2:4][CH2:3]1.C(O)=[O:25].OO.[OH-].[NH4+]. The catalyst is C(O)C.O. The product is [CH3:1][N:2]1[C@@H:18]2[CH2:19][C:7]3[CH:8]=[CH:9][C:10]([O:22][CH3:23])=[C:11]4[O:12][CH:13]5[C:14]([CH:15]=[CH:16][C@:17]2([OH:25])[C@:5]5([C:6]=34)[CH2:4][CH2:3]1)=[O:20]. The yield is 0.784. (3) The reactants are C([O-])([O-])=O.[K+].[K+].[OH:7][C:8]1[CH:9]=[C:10]([CH:14]=[CH:15][CH:16]=1)[C:11]([NH2:13])=[O:12].[Br:17][CH2:18][CH2:19][CH2:20][CH2:21][CH2:22][CH2:23]Br. The catalyst is CC#N. The product is [Br:17][CH2:18][CH2:19][CH2:20][CH2:21][CH2:22][CH2:23][O:7][C:8]1[CH:9]=[C:10]([C:11]([NH2:13])=[O:12])[CH:14]=[CH:15][CH:16]=1. The yield is 0.670. (4) The reactants are Cl[C:2]1[C:11]2[C:6](=[CH:7][CH:8]=[CH:9][CH:10]=2)[N:5]=[C:4]([C:12]([C:14]2[CH:19]=[CH:18][C:17]([F:20])=[C:16]([O:21][CH3:22])[CH:15]=2)=[O:13])[N:3]=1.[CH3:23][C:24]1[NH:28][N:27]=[C:26]([NH2:29])[CH:25]=1.[I-].[K+].CCN(C(C)C)C(C)C. The catalyst is CN(C=O)C.O. The product is [F:20][C:17]1[CH:18]=[CH:19][C:14]([C:12]([C:4]2[N:3]=[C:2]([NH:29][C:26]3[CH:25]=[C:24]([CH3:23])[NH:28][N:27]=3)[C:11]3[C:6](=[CH:7][CH:8]=[CH:9][CH:10]=3)[N:5]=2)=[O:13])=[CH:15][C:16]=1[O:21][CH3:22]. The yield is 0.750. (5) The reactants are C([O:3][C:4]([C:6]1([CH2:16][C:17]#[N:18])[CH2:15][CH2:14][C:9]2([O:13][CH2:12][CH2:11][O:10]2)[CH2:8][CH2:7]1)=O)C.[H][H]. The catalyst is CO.C(O)(=O)C.[Pt](=O)=O. The product is [O:13]1[C:9]2([CH2:14][CH2:15][C:6]3([CH2:16][CH2:17][NH:18][C:4]3=[O:3])[CH2:7][CH2:8]2)[O:10][CH2:11][CH2:12]1. The yield is 0.390. (6) The reactants are [Br:1][C:2]1[CH:3]=[C:4](NC2N=CC(N3CCN(C(OC(C)(C)C)=O)CC3)=CC=2)[C:5](=[O:9])[N:6]([CH3:8])[CH:7]=1.[NH2:30][C:31]1[N:36]=[CH:35][C:34]([N:37]2[C@@H:42]([CH3:43])[CH2:41][N:40]([C:44]([O:46][C:47]([CH3:50])([CH3:49])[CH3:48])=[O:45])[C@H:39]([CH3:51])[CH2:38]2)=[CH:33][CH:32]=1.BrC1C(=O)N(C)C=C(Br)C=1. No catalyst specified. The product is [Br:1][C:2]1[CH:3]=[C:4]([NH:30][C:31]2[N:36]=[CH:35][C:34]([N:37]3[C@@H:42]([CH3:43])[CH2:41][N:40]([C:44]([O:46][C:47]([CH3:49])([CH3:48])[CH3:50])=[O:45])[C@H:39]([CH3:51])[CH2:38]3)=[CH:33][CH:32]=2)[C:5](=[O:9])[N:6]([CH3:8])[CH:7]=1. The yield is 0.790.